Dataset: Catalyst prediction with 721,799 reactions and 888 catalyst types from USPTO. Task: Predict which catalyst facilitates the given reaction. (1) Reactant: Br[C:2]1[CH:7]=[CH:6][C:5]([N:8]2[C:12](=[O:13])[NH:11][N:10]=[C:9]2[CH2:14][C@@H:15]2[CH2:19][CH2:18][N:17]([C:20](=[O:23])[CH2:21][CH3:22])[CH2:16]2)=[C:4]([F:24])[CH:3]=1.[Cl:25][C:26]1[CH:27]=[N:28][C:29]2[C:34]([CH:35]=1)=[CH:33][CH:32]=[C:31](B1OC(C)(C)C(C)(C)O1)[CH:30]=2.C(=O)([O-])[O-].[K+].[K+]. Product: [Cl:25][C:26]1[CH:27]=[N:28][C:29]2[C:34]([CH:35]=1)=[CH:33][CH:32]=[C:31]([C:2]1[CH:7]=[CH:6][C:5]([N:8]3[C:12](=[O:13])[NH:11][N:10]=[C:9]3[CH2:14][C@@H:15]3[CH2:19][CH2:18][N:17]([C:20](=[O:23])[CH2:21][CH3:22])[CH2:16]3)=[C:4]([F:24])[CH:3]=1)[CH:30]=2. The catalyst class is: 12. (2) Reactant: [OH:1][C:2]([C:5]1[CH:36]=[CH:35][C:8]([C:9]([NH:11][C:12]2[CH:17]=[C:16]([N:18]3[CH2:23][CH2:22][CH2:21][C@@H:20]([NH:24]C(=O)OC(C)(C)C)[CH2:19]3)[N:15]3[N:32]=[CH:33][CH:34]=[C:14]3[N:13]=2)=[O:10])=[CH:7][CH:6]=1)([CH3:4])[CH3:3].[F:37][C:38]([F:43])([F:42])[C:39]([OH:41])=[O:40]. Product: [F:37][C:38]([F:43])([F:42])[C:39]([OH:41])=[O:40].[NH2:24][C@@H:20]1[CH2:21][CH2:22][CH2:23][N:18]([C:16]2[N:15]3[N:32]=[CH:33][CH:34]=[C:14]3[N:13]=[C:12]([NH:11][C:9](=[O:10])[C:8]3[CH:35]=[CH:36][C:5]([C:2]([OH:1])([CH3:3])[CH3:4])=[CH:6][CH:7]=3)[CH:17]=2)[CH2:19]1. The catalyst class is: 2. (3) Reactant: [Cl:1][C:2]1[CH:7]=[C:6]([CH:8]([OH:10])[CH3:9])[C:5]([N+:11]([O-:13])=[O:12])=[CH:4][N:3]=1.CC(OI1(OC(C)=O)(OC(C)=O)OC(=O)C2C=CC=CC1=2)=O.C(OCC)(=O)C. Product: [Cl:1][C:2]1[CH:7]=[C:6]([C:8](=[O:10])[CH3:9])[C:5]([N+:11]([O-:13])=[O:12])=[CH:4][N:3]=1. The catalyst class is: 4. (4) Reactant: [Cl:1][C:2]1[CH:3]=[C:4]([C:8]2[C:13]([O:14][CH3:15])=[CH:12][CH:11]=[C:10]([CH2:16][C:17]3[CH:18]=[CH:19][C:20]([NH2:23])=[N:21][CH:22]=3)[C:9]=2[F:24])[CH:5]=[CH:6][CH:7]=1.Br[CH2:26][C:27](=O)[C:28]([O:30][CH2:31][CH3:32])=[O:29].C([O-])(O)=O.[Na+]. Product: [CH2:31]([O:30][C:28]([C:27]1[N:23]=[C:20]2[CH:19]=[CH:18][C:17]([CH2:16][C:10]3[C:9]([F:24])=[C:8]([C:4]4[CH:5]=[CH:6][CH:7]=[C:2]([Cl:1])[CH:3]=4)[C:13]([O:14][CH3:15])=[CH:12][CH:11]=3)=[CH:22][N:21]2[CH:26]=1)=[O:29])[CH3:32]. The catalyst class is: 57. (5) Reactant: [I:1][C:2]1[C:10]2[C:5](=[CH:6][CH:7]=[C:8]([C:11]#[N:12])[CH:9]=2)[N:4]([S:13]([C:16]2[CH:22]=[CH:21][C:19]([CH3:20])=[CH:18][CH:17]=2)(=[O:15])=[O:14])[CH:3]=1.CCN(CC)CC.[NH2:30][OH:31].Cl. Product: [OH:31][N:30]=[C:11]([C:8]1[CH:9]=[C:10]2[C:5](=[CH:6][CH:7]=1)[N:4]([S:13]([C:16]1[CH:22]=[CH:21][C:19]([CH3:20])=[CH:18][CH:17]=1)(=[O:15])=[O:14])[CH:3]=[C:2]2[I:1])[NH2:12]. The catalyst class is: 14.